From a dataset of Forward reaction prediction with 1.9M reactions from USPTO patents (1976-2016). Predict the product of the given reaction. (1) Given the reactants Cl[C:2]1[NH:7][C:6](=[O:8])[NH:5][C:4](=[O:9])[CH:3]=1.[SH2:10].[Na].[CH3:12][O:13][CH:14]([O:17][CH3:18])[CH2:15]Br, predict the reaction product. The product is: [CH3:12][O:13][CH:14]([O:17][CH3:18])[CH2:15][S:10][C:2]1[NH:7][C:6](=[O:8])[NH:5][C:4](=[O:9])[CH:3]=1. (2) The product is: [CH2:1]([C:5]1[CH:6]=[CH:7][C:8]([C:11]([N:45]2[CH2:46][CH2:47][CH:42]([O:41][C:40]3[N:39]=[CH:38][N:37]=[C:36]4[N:32]([C:29]5[CH:28]=[CH:27][C:26]([S:23]([CH3:22])(=[O:24])=[O:25])=[CH:31][CH:30]=5)[N:33]=[CH:34][C:35]=34)[CH2:43][CH2:44]2)=[O:13])=[N:9][CH:10]=1)[CH2:2][CH2:3][CH3:4]. Given the reactants [CH2:1]([C:5]1[CH:6]=[CH:7][C:8]([C:11]([OH:13])=O)=[N:9][CH:10]=1)[CH2:2][CH2:3][CH3:4].ClC(OC(C)C)=O.Cl.[CH3:22][S:23]([C:26]1[CH:31]=[CH:30][C:29]([N:32]2[C:36]3=[N:37][CH:38]=[N:39][C:40]([O:41][CH:42]4[CH2:47][CH2:46][NH:45][CH2:44][CH2:43]4)=[C:35]3[CH:34]=[N:33]2)=[CH:28][CH:27]=1)(=[O:25])=[O:24].C(N(CC)CC)C, predict the reaction product.